This data is from Full USPTO retrosynthesis dataset with 1.9M reactions from patents (1976-2016). The task is: Predict the reactants needed to synthesize the given product. Given the product [CH2:8]([N:7]([CH3:6])[S:1]([NH2:4])(=[O:3])=[O:2])[CH2:9][CH2:10][CH2:11][CH2:12][CH3:13], predict the reactants needed to synthesize it. The reactants are: [S:1](N)([NH2:4])(=[O:3])=[O:2].[CH3:6][NH:7][CH2:8][CH2:9][CH2:10][CH2:11][CH2:12][CH3:13].